Dataset: Full USPTO retrosynthesis dataset with 1.9M reactions from patents (1976-2016). Task: Predict the reactants needed to synthesize the given product. (1) Given the product [N:12]1[CH:13]=[CH:14][CH:15]=[CH:16][C:11]=1[C:10]1[N:9]=[N:8][N:7]([CH2:17][Si:18]([CH3:19])([CH3:20])[CH3:21])[C:6]=1[CH2:4][OH:3], predict the reactants needed to synthesize it. The reactants are: C([O:3][C:4]([C:6]1[N:7]([CH2:17][Si:18]([CH3:21])([CH3:20])[CH3:19])[N:8]=[N:9][C:10]=1[C:11]1[CH:16]=[CH:15][CH:14]=[CH:13][N:12]=1)=O)C.[H-].[Al+3].[Li+].[H-].[H-].[H-].O.[OH-].[Na+]. (2) Given the product [CH2:16]([O:18][C:19]1[CH:20]=[C:21]([CH:26]=[C:27]([C:30]([F:31])([F:32])[F:33])[C:28]=1[O:6][S:7]([C:10]([F:11])([F:12])[F:13])(=[O:8])=[O:9])[C:22]([O:24][CH3:25])=[O:23])[CH3:17], predict the reactants needed to synthesize it. The reactants are: FC(F)(F)S([O:6][S:7]([C:10]([F:13])([F:12])[F:11])(=[O:9])=[O:8])(=O)=O.[CH2:16]([O:18][C:19]1[CH:20]=[C:21]([CH:26]=[C:27]([C:30]([F:33])([F:32])[F:31])[C:28]=1O)[C:22]([O:24][CH3:25])=[O:23])[CH3:17]. (3) Given the product [N:20]1[CH:25]=[CH:24][CH:23]=[CH:22][C:21]=1[CH:26]=[N:15][C:14]1[C:13]([CH3:19])=[CH:12][C:11]([CH2:1][C:2]2[CH:3]=[C:4]([CH3:10])[C:5]([N:6]=[CH:26][C:21]3[CH:22]=[CH:23][CH:24]=[CH:25][N:20]=3)=[C:7]([CH3:9])[CH:8]=2)=[CH:17][C:16]=1[CH3:18], predict the reactants needed to synthesize it. The reactants are: [CH2:1]([C:11]1[CH:17]=[C:16]([CH3:18])[C:14]([NH2:15])=[C:13]([CH3:19])[CH:12]=1)[C:2]1[CH:8]=[C:7]([CH3:9])[C:5]([NH2:6])=[C:4]([CH3:10])[CH:3]=1.[N:20]1[CH:25]=[CH:24][CH:23]=[CH:22][C:21]=1[CH:26]=O. (4) The reactants are: [F:1][C:2]1([F:30])[CH2:7][CH2:6][CH:5]([CH2:8][C@H:9]([NH:22]C(=O)OC(C)(C)C)[CH2:10][N:11]([CH3:21])[C:12]([O:14][CH2:15][CH2:16][Si:17]([CH3:20])([CH3:19])[CH3:18])=[O:13])[CH2:4][CH2:3]1.C1(C)C(S(O)(=O)=O)=CC=CC=1. Given the product [NH2:22][C@@H:9]([CH2:8][CH:5]1[CH2:4][CH2:3][C:2]([F:30])([F:1])[CH2:7][CH2:6]1)[CH2:10][N:11]([CH3:21])[C:12](=[O:13])[O:14][CH2:15][CH2:16][Si:17]([CH3:19])([CH3:20])[CH3:18], predict the reactants needed to synthesize it. (5) Given the product [CH2:26]([O:25][C:23](=[O:24])[CH2:22][C:3]1([C:1]#[N:2])[C:4]2[CH:5]=[CH:6][CH:7]=[CH:8][C:9]=2[CH2:10][C:11]2[C:16]1=[CH:15][CH:14]=[CH:13][CH:12]=2)[CH3:27], predict the reactants needed to synthesize it. The reactants are: [C:1]([CH:3]1[C:16]2[CH:15]=[CH:14][CH:13]=[CH:12][C:11]=2[CH2:10][C:9]2[C:4]1=[CH:5][CH:6]=[CH:7][CH:8]=2)#[N:2].[O-]CC.[Na+].Br[CH2:22][C:23]([O:25][CH2:26][CH3:27])=[O:24].